Dataset: Forward reaction prediction with 1.9M reactions from USPTO patents (1976-2016). Task: Predict the product of the given reaction. (1) Given the reactants [NH2:1][C:2]1[CH:10]=[C:9]([O:11][CH3:12])[CH:8]=[CH:7][C:3]=1[C:4]([NH2:6])=[O:5].[Si:13]([O:20][CH2:21][CH2:22][O:23][C:24]1[C:31]([CH3:32])=[CH:30][C:27]([CH:28]=O)=[CH:26][C:25]=1[CH3:33])([C:16]([CH3:19])([CH3:18])[CH3:17])([CH3:15])[CH3:14].OS([O-])=O.[Na+].CC1C=CC(S(O)(=O)=O)=CC=1.O, predict the reaction product. The product is: [Si:13]([O:20][CH2:21][CH2:22][O:23][C:24]1[C:25]([CH3:33])=[CH:26][C:27]([C:28]2[NH:6][C:4](=[O:5])[C:3]3[C:2](=[CH:10][C:9]([O:11][CH3:12])=[CH:8][CH:7]=3)[N:1]=2)=[CH:30][C:31]=1[CH3:32])([C:16]([CH3:19])([CH3:18])[CH3:17])([CH3:15])[CH3:14]. (2) Given the reactants [H-].[Na+].[C:3](=[O:17])([S:5][CH2:6][CH2:7][CH2:8][NH:9][C:10]([O:12][C:13]([CH3:16])([CH3:15])[CH3:14])=[O:11])[CH3:4].[CH3:18]I, predict the reaction product. The product is: [C:3](=[O:17])([S:5][CH2:6][CH2:7][CH2:8][N:9]([C:10]([O:12][C:13]([CH3:16])([CH3:15])[CH3:14])=[O:11])[CH3:18])[CH3:4]. (3) Given the reactants [NH2:1][C:2]1[CH:3]=[C:4]([CH:26]=[CH:27][CH:28]=1)[O:5][C:6]1[N:11]=[CH:10][N:9]=[C:8]([NH2:12])[C:7]=1[C:13]1[CH:18]=[CH:17][C:16]([O:19][C:20]2[CH:25]=[CH:24][CH:23]=[CH:22][CH:21]=2)=[CH:15][CH:14]=1.[O:29]1[CH2:34][CH2:33][N:32]([CH2:35]/[CH:36]=[CH:37]/[C:38](O)=[O:39])[CH2:31][CH2:30]1, predict the reaction product. The product is: [NH2:12][C:8]1[N:9]=[CH:10][N:11]=[C:6]([O:5][C:4]2[CH:3]=[C:2]([NH:1][C:38](=[O:39])/[CH:37]=[CH:36]/[CH2:35][N:32]3[CH2:31][CH2:30][O:29][CH2:34][CH2:33]3)[CH:28]=[CH:27][CH:26]=2)[C:7]=1[C:13]1[CH:14]=[CH:15][C:16]([O:19][C:20]2[CH:25]=[CH:24][CH:23]=[CH:22][CH:21]=2)=[CH:17][CH:18]=1.